Dataset: Catalyst prediction with 721,799 reactions and 888 catalyst types from USPTO. Task: Predict which catalyst facilitates the given reaction. (1) Reactant: C(O)C.[NH2:4][OH:5].C[O:7][C:8](=O)[CH:9]([N:14]([CH3:39])[C:15]([C:17]1[CH:22]=[CH:21][C:20]([C:23]2[CH:28]=[CH:27][C:26]([O:29][CH2:30][CH2:31][CH2:32][N:33]3[CH2:38][CH2:37][O:36][CH2:35][CH2:34]3)=[CH:25][CH:24]=2)=[CH:19][CH:18]=1)=[O:16])[C:10]([NH:12][CH3:13])=[O:11]. Product: [OH:5][NH:4][C:8](=[O:7])[CH:9]([N:14]([CH3:39])[C:15]([C:17]1[CH:22]=[CH:21][C:20]([C:23]2[CH:28]=[CH:27][C:26]([O:29][CH2:30][CH2:31][CH2:32][N:33]3[CH2:34][CH2:35][O:36][CH2:37][CH2:38]3)=[CH:25][CH:24]=2)=[CH:19][CH:18]=1)=[O:16])[C:10]([NH:12][CH3:13])=[O:11]. The catalyst class is: 1. (2) Reactant: C(OC([N:8]1[CH2:13][CH2:12][CH:11]([S:14]([C:17]2[CH:22]=[C:21]([C:23]#[N:24])[CH:20]=[CH:19][C:18]=2[O:25][C:26]2[CH:31]=[C:30]([Cl:32])[CH:29]=[C:28]([Cl:33])[CH:27]=2)(=[O:16])=[O:15])[CH2:10][CH2:9]1)=O)(C)(C)C.Cl. Product: [Cl:33][C:28]1[CH:27]=[C:26]([CH:31]=[C:30]([Cl:32])[CH:29]=1)[O:25][C:18]1[CH:19]=[CH:20][C:21]([C:23]#[N:24])=[CH:22][C:17]=1[S:14]([CH:11]1[CH2:12][CH2:13][NH:8][CH2:9][CH2:10]1)(=[O:15])=[O:16]. The catalyst class is: 2. (3) Reactant: C[O:2][C:3](=[O:21])[CH2:4][CH2:5][CH2:6][CH2:7][C:8]1[O:9][C:10]([C:13]2[CH:18]=[C:17]([Cl:19])[CH:16]=[CH:15][C:14]=2[OH:20])=[CH:11][N:12]=1.[Li+].[OH-].Cl. Product: [Cl:19][C:17]1[CH:16]=[CH:15][C:14]([OH:20])=[C:13]([C:10]2[O:9][C:8]([CH2:7][CH2:6][CH2:5][CH2:4][C:3]([OH:21])=[O:2])=[N:12][CH:11]=2)[CH:18]=1. The catalyst class is: 38. (4) Reactant: [CH3:1][C:2]1[CH:6]=[C:5]([N:7]2[CH2:11][CH2:10][N:9]([CH2:12][CH2:13][O:14][C:15]3[CH:20]=[CH:19][CH:18]=[CH:17][CH:16]=3)[C:8]2=[O:21])[S:4][C:3]=1[C:22](O)=[O:23].ON1C2C=CC=CC=2N=N1.Cl.C(N=C=NCCCN(C)C)C.C(N(CC)C(C)C)(C)C.[NH2:56][CH2:57][C:58]1[CH:59]=[N:60][CH:61]=[CH:62][CH:63]=1. Product: [CH3:1][C:2]1[CH:6]=[C:5]([N:7]2[CH2:11][CH2:10][N:9]([CH2:12][CH2:13][O:14][C:15]3[CH:16]=[CH:17][CH:18]=[CH:19][CH:20]=3)[C:8]2=[O:21])[S:4][C:3]=1[C:22]([NH:56][CH2:57][C:58]1[CH:59]=[N:60][CH:61]=[CH:62][CH:63]=1)=[O:23]. The catalyst class is: 42. (5) Reactant: [Br:1][C:2]1[C:3]([N:16]([CH3:21])[S:17]([CH3:20])(=[O:19])=[O:18])=[CH:4][C:5]2[O:9][C:8](I)=[C:7]([C:11]([NH:13][CH3:14])=[O:12])[C:6]=2[CH:15]=1.[CH3:22][C:23]1[S:24][CH:25]=[CH:26][N:27]=1.C([O-])([O-])=O.[Na+].[Na+]. The catalyst class is: 151. Product: [Br:1][C:2]1[C:3]([N:16]([CH3:21])[S:17]([CH3:20])(=[O:19])=[O:18])=[CH:4][C:5]2[O:9][C:8]([C:25]3[S:24][C:23]([CH3:22])=[N:27][CH:26]=3)=[C:7]([C:11]([NH:13][CH3:14])=[O:12])[C:6]=2[CH:15]=1.